Dataset: Forward reaction prediction with 1.9M reactions from USPTO patents (1976-2016). Task: Predict the product of the given reaction. (1) The product is: [Br:1][C:2]1[CH:3]=[C:4]([CH:5]2[O:13][CH2:12][CH2:11][CH2:10][O:6]2)[CH:7]=[CH:8][CH:9]=1. Given the reactants [Br:1][C:2]1[CH:3]=[C:4]([CH:7]=[CH:8][CH:9]=1)[CH:5]=[O:6].[CH2:10](O)[CH2:11][CH2:12][OH:13].O, predict the reaction product. (2) Given the reactants [CH3:1][C:2]1[CH:7]=[CH:6][CH:5]=[C:4]([CH3:8])[C:3]=1[NH:9][C:10](=[O:42])[CH2:11][N:12]1[CH2:17][CH2:16][N:15]([CH2:18][CH:19]([OH:41])[CH2:20]OC2C=CC3OC(C4C=CC=C(C(F)(F)F)C=4)=NC=3C=2)[CH2:14][CH2:13]1.O1CC1C[O:47][C:48]1[CH:57]=[N:56][C:55]2[C:50](=[CH:51][CH:52]=[CH:53][CH:54]=2)[N:49]=1, predict the reaction product. The product is: [CH3:1][C:2]1[CH:7]=[CH:6][CH:5]=[C:4]([CH3:8])[C:3]=1[NH:9][C:10](=[O:42])[CH2:11][N:12]1[CH2:17][CH2:16][N:15]([CH2:18][CH:19]([OH:41])[CH2:20][O:47][C:48]2[CH:57]=[N:56][C:55]3[C:50](=[CH:51][CH:52]=[CH:53][CH:54]=3)[N:49]=2)[CH2:14][CH2:13]1. (3) The product is: [CH2:9]([O:8][C:7]([N:6]([CH2:5][C:4]1[CH:3]=[C:2]([C:28]2[CH:27]=[C:26]([CH3:25])[CH:37]=[CH:36][C:29]=2[O:30][CH2:31][C:32]([OH:34])=[O:33])[CH:24]=[CH:23][CH:22]=1)[CH2:14][C:15]([NH:17][CH2:18][CH2:19][CH2:20][CH3:21])=[O:16])=[O:13])[CH2:10][CH2:11][CH3:12]. Given the reactants I[C:2]1[CH:3]=[C:4]([CH:22]=[CH:23][CH:24]=1)[CH2:5][N:6]([CH2:14][C:15]([NH:17][CH2:18][CH2:19][CH2:20][CH3:21])=[O:16])[C:7](=[O:13])[O:8][CH2:9][CH2:10][CH2:11][CH3:12].[CH3:25][C:26]1[CH:37]=[CH:36][C:29]([O:30][CH2:31][C:32]([O:34]C)=[O:33])=[C:28](B2OC(C)(C)C(C)(C)O2)[CH:27]=1, predict the reaction product. (4) The product is: [CH:1]1([C:6]2[C:7]([O:28][C:37]([O:39][CH3:40])=[O:38])=[CH:8][C:9]([N+:25]([O-:27])=[O:26])=[C:10]([C:12]3[CH2:13][CH2:14][N:15]([C:18]([O:20][C:21]([CH3:24])([CH3:23])[CH3:22])=[O:19])[CH2:16][CH:17]=3)[CH:11]=2)[CH2:2][CH2:3][CH2:4][CH2:5]1. Given the reactants [CH:1]1([C:6]2[C:7]([OH:28])=[CH:8][C:9]([N+:25]([O-:27])=[O:26])=[C:10]([C:12]3[CH2:13][CH2:14][N:15]([C:18]([O:20][C:21]([CH3:24])([CH3:23])[CH3:22])=[O:19])[CH2:16][CH:17]=3)[CH:11]=2)[CH2:5][CH2:4][CH2:3][CH2:2]1.C(N(CC)CC)C.Cl[C:37]([O:39][CH3:40])=[O:38], predict the reaction product. (5) Given the reactants [F:1][C:2]1([F:25])[O:6][C:5]2[CH:7]=[CH:8][C:9]([N:11]3[CH:16]=[CH:15][C:14](=[O:17])[C:13]([C:18](=O)/[CH:19]=[CH:20]/N(C)C)=[N:12]3)=[CH:10][C:4]=2[O:3]1.[CH3:26][S:27]([C:30]1[CH:31]=[C:32]([NH:36][NH2:37])[CH:33]=[CH:34][CH:35]=1)(=[O:29])=[O:28], predict the reaction product. The product is: [F:25][C:2]1([F:1])[O:6][C:5]2[CH:7]=[CH:8][C:9]([N:11]3[CH:16]=[CH:15][C:14](=[O:17])[C:13]([C:18]4[N:36]([C:32]5[CH:33]=[CH:34][CH:35]=[C:30]([S:27]([CH3:26])(=[O:29])=[O:28])[CH:31]=5)[N:37]=[CH:20][CH:19]=4)=[N:12]3)=[CH:10][C:4]=2[O:3]1. (6) Given the reactants Br[C:2]1[C:7](=[O:8])[N:6]([CH3:9])[C:5]([Cl:10])=[C:4]([C:11]([O:13][CH3:14])=[O:12])[CH:3]=1.O1CCOC[CH2:16]1, predict the reaction product. The product is: [Cl:10][C:5]1[N:6]([CH3:9])[C:7](=[O:8])[C:2]([CH3:16])=[CH:3][C:4]=1[C:11]([O:13][CH3:14])=[O:12]. (7) Given the reactants C([Sn](CCCC)(CCCC)[C:6]1[S:7][CH:8]=[C:9]([CH2:11][CH:12]([CH2:23][CH2:24][CH2:25][CH2:26][CH2:27][CH2:28][CH2:29][CH3:30])[CH2:13][CH2:14][CH2:15][CH2:16][CH2:17][CH2:18][CH2:19][CH2:20][CH2:21][CH3:22])[CH:10]=1)CCC.Br[C:40]1[C:48]2[C:44](=[N:45][N:46]([CH2:49][CH2:50][CH2:51][CH3:52])[N:47]=2)[C:43](Br)=[C:42]([F:54])[C:41]=1[F:55], predict the reaction product. The product is: [CH2:49]([N:46]1[N:47]=[C:48]2[C:40]([C:6]3[S:7][CH:8]=[C:9]([CH2:11][CH:12]([CH2:23][CH2:24][CH2:25][CH2:26][CH2:27][CH2:28][CH2:29][CH3:30])[CH2:13][CH2:14][CH2:15][CH2:16][CH2:17][CH2:18][CH2:19][CH2:20][CH2:21][CH3:22])[CH:10]=3)=[C:41]([F:55])[C:42]([F:54])=[C:43]([C:6]3[S:7][CH:8]=[C:9]([CH2:11][CH:12]([CH2:23][CH2:24][CH2:25][CH2:26][CH2:27][CH2:28][CH2:29][CH3:30])[CH2:13][CH2:14][CH2:15][CH2:16][CH2:17][CH2:18][CH2:19][CH2:20][CH2:21][CH3:22])[CH:10]=3)[C:44]2=[N:45]1)[CH2:50][CH2:51][CH3:52]. (8) Given the reactants [CH2:1]([O:3][C:4]([C:6]1([C:9]2[CH:14]=[CH:13][C:12]([C:15]3[CH:20]=[CH:19][C:18]([C:21]4[O:25][N:24]=[C:23]([CH3:26])[C:22]=4[NH2:27])=[CH:17][CH:16]=3)=[CH:11][CH:10]=2)[CH2:8][CH2:7]1)=[O:5])[CH3:2].C(N(CC)CC)C.[C:35](Cl)(=[O:40])[CH2:36][CH:37]([CH3:39])[CH3:38], predict the reaction product. The product is: [CH2:1]([O:3][C:4]([C:6]1([C:9]2[CH:10]=[CH:11][C:12]([C:15]3[CH:20]=[CH:19][C:18]([C:21]4[O:25][N:24]=[C:23]([CH3:26])[C:22]=4[NH:27][C:35](=[O:40])[CH2:36][CH:37]([CH3:39])[CH3:38])=[CH:17][CH:16]=3)=[CH:13][CH:14]=2)[CH2:8][CH2:7]1)=[O:5])[CH3:2]. (9) Given the reactants C(N([CH2:6][CH3:7])CC)C.[C:14](O[C:14]([O:16][CH2:17][CH3:18])=O)(=O)[O:16][CH2:17][CH3:18].[CH2:19]([O:21][C:22]([O:24][C:25]1[CH:26]=[C:27]([CH2:37][C@@:38]([NH:43][NH2:44])([CH3:42])[C:39]([O-:41])=[O:40])[CH:28]=[CH:29][C:30]=1[O:31][C:32]([O:34][CH2:35][CH3:36])=[O:33])=[O:23])[CH3:20].[C:45](O)([C:47](F)(F)F)=O.C(Cl)[Cl:53], predict the reaction product. The product is: [CH2:19]([O:21][C:22]([O:24][C:25]1[CH:26]=[C:27]([CH2:37][C@@:38]([NH:43][NH2:44])([CH3:42])[C:39]([O:41][CH2:14][O:16][C:17]2[CH:18]=[CH:7][C:6]([Cl:53])=[CH:47][CH:45]=2)=[O:40])[CH:28]=[CH:29][C:30]=1[O:31][C:32]([O:34][CH2:35][CH3:36])=[O:33])=[O:23])[CH3:20].